Task: Binary Classification. Given a T-cell receptor sequence (or CDR3 region) and an epitope sequence, predict whether binding occurs between them.. Dataset: TCR-epitope binding with 47,182 pairs between 192 epitopes and 23,139 TCRs (1) The epitope is IVDTVSALV. The TCR CDR3 sequence is CASSPGRLGNEQYF. Result: 0 (the TCR does not bind to the epitope). (2) The epitope is FLNGSCGSV. The TCR CDR3 sequence is CASSLTGSYGYTF. Result: 1 (the TCR binds to the epitope). (3) The epitope is KPLEFGATSAAL. The TCR CDR3 sequence is CASSLSPPTYEQYF. Result: 0 (the TCR does not bind to the epitope). (4) The epitope is SGPLKAEIAQRLED. The TCR CDR3 sequence is CASSNGQNAYEQYF. Result: 0 (the TCR does not bind to the epitope).